This data is from Full USPTO retrosynthesis dataset with 1.9M reactions from patents (1976-2016). The task is: Predict the reactants needed to synthesize the given product. (1) Given the product [ClH:43].[ClH:43].[ClH:43].[NH:11]1[CH2:12][CH2:13][CH:8]([N:6]2[CH2:5][C:4]([CH2:3][C:1]#[N:2])([N:21]3[CH:25]=[CH:24][C:23]([C:26]4[C:27]5[CH:34]=[CH:33][N:32]([CH2:35][O:36][CH2:37][CH2:38][Si:39]([CH3:40])([CH3:42])[CH3:41])[C:28]=5[N:29]=[CH:30][N:31]=4)=[CH:22]3)[CH2:7]2)[CH2:9][CH2:10]1, predict the reactants needed to synthesize it. The reactants are: [C:1]([CH2:3][C:4]1([N:21]2[CH:25]=[CH:24][C:23]([C:26]3[C:27]4[CH:34]=[CH:33][N:32]([CH2:35][O:36][CH2:37][CH2:38][Si:39]([CH3:42])([CH3:41])[CH3:40])[C:28]=4[N:29]=[CH:30][N:31]=3)=[CH:22]2)[CH2:7][N:6]([CH:8]2[CH2:13][CH2:12][N:11](C(OC(C)(C)C)=O)[CH2:10][CH2:9]2)[CH2:5]1)#[N:2].[ClH:43]. (2) Given the product [CH:1]1([CH2:7][NH:8][C:17](=[O:18])[O:19][CH2:20][CH3:21])[CH2:6][CH2:5][CH:4]=[CH:3][CH2:2]1, predict the reactants needed to synthesize it. The reactants are: [CH:1]1([CH2:7][NH2:8])[CH2:6][CH2:5][CH:4]=[CH:3][CH2:2]1.C(N(CC)CC)C.Cl[C:17]([O:19][CH2:20][CH3:21])=[O:18].